The task is: Predict the product of the given reaction.. This data is from Forward reaction prediction with 1.9M reactions from USPTO patents (1976-2016). (1) Given the reactants [NH2:1][C:2]1C=CC=CC=1[C@H](O)C.[CH3:11][C@H:12]([CH2:16][CH:17]=[CH2:18])[C:13](O)=[O:14].CCO[C:22](C)=[O:23].C[CH2:26][CH2:27][CH2:28][CH2:29][CH3:30].[CH2:31](Cl)Cl, predict the reaction product. The product is: [OH:14][C@H:13]([C:12]1[CH:16]=[CH:17][CH:18]=[CH:31][CH:11]=1)[CH2:2][NH:1][C:22](=[O:23])[C@H:27]([CH3:26])[CH2:28][CH:29]=[CH2:30]. (2) Given the reactants C(C1C=C2C(=C(F)C=1)C(=O)N(C1C=CC=C(C3C=[C:27]([NH:29][C:30]4C=CC(C(N5CCC(O)C5)=O)=C[N:31]=4)[C:26](=O)[N:25]([CH3:45])N=3)C=1CO)N=C2)(C)(C)C.Br[C:49]1[C:50](=[O:57])[N:51]([CH3:56])[N:52]=[C:53]([Cl:55])[CH:54]=1.[C:58](=O)([O-])[O-].[Cs+].[Cs+].C1(P(C2C=CC=CC=2)C2C3OC4C(=CC=CC=4P(C4C=CC=CC=4)C4C=CC=CC=4)C(C)(C)C=3C=CC=2)C=CC=CC=1.[O:106]1[CH2:111][CH2:110][O:109][CH2:108][CH2:107]1, predict the reaction product. The product is: [Cl:55][C:53]1[CH:54]=[C:49]([NH:31][C:30]2[CH:45]=[N:25][C:26]([C@H:111]3[CH2:110][O:109][C:108]([CH3:107])([CH3:58])[O:106]3)=[CH:27][N:29]=2)[C:50](=[O:57])[N:51]([CH3:56])[N:52]=1. (3) Given the reactants [C:1]1([CH2:11][C:12]#[N:13])([CH2:8][C:9]#[N:10])[CH2:4][C:3](=[CH:5][C:6]#[N:7])[CH2:2]1.[NH:14]1[CH:18]=[C:17]([C:19]2[C:20]3[CH:27]=[CH:26][N:25]([CH2:28][O:29][CH2:30][CH2:31][Si:32]([CH3:35])([CH3:34])[CH3:33])[C:21]=3[N:22]=[CH:23][N:24]=2)[CH:16]=[N:15]1.N12CCCN=C1CCCCC2, predict the reaction product. The product is: [CH3:33][Si:32]([CH3:35])([CH3:34])[CH2:31][CH2:30][O:29][CH2:28][N:25]1[C:21]2[N:22]=[CH:23][N:24]=[C:19]([C:17]3[CH:16]=[N:15][N:14]([C:3]4([CH2:5][C:6]#[N:7])[CH2:2][C:1]([CH2:8][C:9]#[N:10])([CH2:11][C:12]#[N:13])[CH2:4]4)[CH:18]=3)[C:20]=2[CH:27]=[CH:26]1. (4) Given the reactants [NH2:1][C:2]1[C:7]([N+:8]([O-:10])=[O:9])=[C:6]([OH:11])[N:5]=[C:4]([O:12][CH2:13][CH2:14][CH2:15][CH3:16])[N:3]=1.N1C(C)=CC(C)=CC=1C.[S:26](Cl)([C:29]1[CH:35]=[CH:34][C:32]([CH3:33])=[CH:31][CH:30]=1)(=[O:28])=[O:27].O.C(#N)C, predict the reaction product. The product is: [NH2:1][C:2]1[C:7]([N+:8]([O-:10])=[O:9])=[C:6]([O:11][S:26]([C:29]2[CH:35]=[CH:34][C:32]([CH3:33])=[CH:31][CH:30]=2)(=[O:28])=[O:27])[N:5]=[C:4]([O:12][CH2:13][CH2:14][CH2:15][CH3:16])[N:3]=1. (5) Given the reactants O=C1CCC(=O)N1O[C:9]([C:11]1[O:15][C:14]([C:16]2[CH:21]=[CH:20][CH:19]=[CH:18][C:17]=2[Cl:22])=[N:13][C:12]=1[CH2:23][CH2:24][CH3:25])=[O:10].[CH:26]1([N:29]([CH3:37])[C:30]2[CH:35]=[CH:34][C:33]([NH2:36])=[CH:32][N:31]=2)[CH2:28][CH2:27]1, predict the reaction product. The product is: [CH:26]1([N:29]([CH3:37])[C:30]2[N:31]=[CH:32][C:33]([NH:36][C:9]([C:11]3[O:15][C:14]([C:16]4[CH:21]=[CH:20][CH:19]=[CH:18][C:17]=4[Cl:22])=[N:13][C:12]=3[CH2:23][CH2:24][CH3:25])=[O:10])=[CH:34][CH:35]=2)[CH2:28][CH2:27]1.